This data is from Peptide-MHC class II binding affinity with 134,281 pairs from IEDB. The task is: Regression. Given a peptide amino acid sequence and an MHC pseudo amino acid sequence, predict their binding affinity value. This is MHC class II binding data. (1) The peptide sequence is SYTIVSSLGVDDVGT. The MHC is DRB1_0301 with pseudo-sequence DRB1_0301. The binding affinity (normalized) is 0.443. (2) The peptide sequence is NSFYYMKGGVNTFLI. The MHC is DRB1_1501 with pseudo-sequence DRB1_1501. The binding affinity (normalized) is 0.495. (3) The peptide sequence is AELMILIATNLLGQN. The MHC is DRB1_0401 with pseudo-sequence DRB1_0401. The binding affinity (normalized) is 0. (4) The peptide sequence is PKGISRMSMAMGTMA. The MHC is HLA-DQA10201-DQB10303 with pseudo-sequence HLA-DQA10201-DQB10303. The binding affinity (normalized) is 0.671. (5) The peptide sequence is YLGFVQDAATYAVTT. The MHC is DRB5_0101 with pseudo-sequence DRB5_0101. The binding affinity (normalized) is 0.485. (6) The binding affinity (normalized) is 0.178. The peptide sequence is EIDSADKSGCIHNHD. The MHC is DRB1_0301 with pseudo-sequence DRB1_0301. (7) The peptide sequence is CIEYVTLNASQYANC. The MHC is DRB1_0802 with pseudo-sequence DRB1_0802. The binding affinity (normalized) is 0.178. (8) The peptide sequence is IAPIMFSNKMARLGK. The MHC is DRB1_0405 with pseudo-sequence DRB1_0405. The binding affinity (normalized) is 0.